From a dataset of Forward reaction prediction with 1.9M reactions from USPTO patents (1976-2016). Predict the product of the given reaction. (1) Given the reactants CN(C)C(=O)[O:4][CH:5]([C:9]1[N:10]([CH3:30])[C:11]([C:20]2[S:21][C:22]3[N:23]=[CH:24][N:25]=[C:26]([NH2:29])[C:27]=3[N:28]=2)=[C:12]([C:14]2[CH:19]=[CH:18][CH:17]=[CH:16][CH:15]=2)[N:13]=1)[CH:6]1[CH2:8][CH2:7]1.CN(C)C(=O)OC(C1N(C)C(C2SC3N=CN=C(N)C=3N=2)=C(C2C=CC=CC=2)N=1)C1C=CC=CC=1, predict the reaction product. The product is: [NH2:29][C:26]1[C:27]2[N:28]=[C:20]([C:11]3[N:10]([CH3:30])[C:9]([CH:5]([CH:6]4[CH2:7][CH2:8]4)[OH:4])=[N:13][C:12]=3[C:14]3[CH:19]=[CH:18][CH:17]=[CH:16][CH:15]=3)[S:21][C:22]=2[N:23]=[CH:24][N:25]=1. (2) Given the reactants [CH3:1][C:2]1[C:6]([C:7]([OH:9])=O)=[CH:5][O:4][N:3]=1.C(Cl)(=O)C(Cl)=O.CN(C=O)C.[F:21][CH:22]([F:43])[O:23][C:24]1[CH:29]=[CH:28][C:27]([C:30]23[NH:42][CH2:41][CH2:40][N:31]2[C:32](=[O:39])[C:33]2[N:34]([CH:36]=[CH:37][CH:38]=2)[CH2:35]3)=[CH:26][CH:25]=1, predict the reaction product. The product is: [F:43][CH:22]([F:21])[O:23][C:24]1[CH:29]=[CH:28][C:27]([C:30]23[N:42]([C:7]([C:6]4[C:2]([CH3:1])=[N:3][O:4][CH:5]=4)=[O:9])[CH2:41][CH2:40][N:31]2[C:32](=[O:39])[C:33]2[N:34]([CH:36]=[CH:37][CH:38]=2)[CH2:35]3)=[CH:26][CH:25]=1.